Predict which catalyst facilitates the given reaction. From a dataset of Catalyst prediction with 721,799 reactions and 888 catalyst types from USPTO. (1) Reactant: [CH3:1][Si:2]([C:5]#[CH:6])([CH3:4])[CH3:3].C([Mg]Cl)C.C(O[CH:15]1[NH:18][C:17](=[O:19])[CH2:16]1)(=O)C.[Cl-].[NH4+]. Product: [CH3:1][Si:2]([CH3:4])([CH3:3])[C:5]#[C:6][CH:15]1[NH:18][C:17](=[O:19])[CH2:16]1. The catalyst class is: 54. (2) Reactant: [CH2:1]([CH:9]1[CH2:14][CH2:13][NH:12][CH2:11][CH2:10]1)[CH2:2][C:3]1[CH:8]=[CH:7][CH:6]=[CH:5][CH:4]=1.[CH3:15][O:16][C:17]1[CH:25]=[CH:24][CH:23]=[CH:22][C:18]=1[CH2:19][CH2:20]Br.C([O-])([O-])=O.[K+].[K+]. Product: [CH3:15][O:16][C:17]1[CH:25]=[CH:24][CH:23]=[CH:22][C:18]=1[CH2:19][CH2:20][N:12]1[CH2:11][CH2:10][CH:9]([CH2:1][CH2:2][C:3]2[CH:8]=[CH:7][CH:6]=[CH:5][CH:4]=2)[CH2:14][CH2:13]1. The catalyst class is: 3. (3) Product: [Cl:23][C:24]1[CH:25]=[C:26]([NH:31][C:32]([NH:2][CH2:3][C:4]2[CH:12]=[CH:11][CH:10]=[C:9]3[C:5]=2[C:6](=[O:22])[N:7]([CH:14]2[CH2:19][CH2:18][C:17](=[O:20])[NH:16][C:15]2=[O:21])[C:8]3=[O:13])=[O:33])[CH:27]=[CH:28][C:29]=1[CH3:30]. The catalyst class is: 17. Reactant: Cl.[NH2:2][CH2:3][C:4]1[CH:12]=[CH:11][CH:10]=[C:9]2[C:5]=1[C:6](=[O:22])[N:7]([CH:14]1[CH2:19][CH2:18][C:17](=[O:20])[NH:16][C:15]1=[O:21])[C:8]2=[O:13].[Cl:23][C:24]1[CH:25]=[C:26]([N:31]=[C:32]=[O:33])[CH:27]=[CH:28][C:29]=1[CH3:30].C(N(C(C)C)CC)(C)C. (4) Reactant: [N+:1]([C:4]1[O:8][C:7]([C:9](Cl)=[O:10])=[CH:6][CH:5]=1)([O-:3])=[O:2].[NH2:12][C:13]1[CH:18]=[N:17][CH:16]=[CH:15][N:14]=1.N1C=CC=CC=1. Product: [N:14]1[CH:15]=[CH:16][N:17]=[CH:18][C:13]=1[NH:12][C:9]([C:7]1[O:8][C:4]([N+:1]([O-:3])=[O:2])=[CH:5][CH:6]=1)=[O:10]. The catalyst class is: 3. (5) Reactant: [CH3:1][C@@H:2]([O:14][CH2:15][P:16]([OH:19])([OH:18])=[O:17])[CH2:3][N:4]1[C:8]2[N:9]=[CH:10][N:11]=[C:12]([NH2:13])[C:7]=2[N:6]=[CH:5]1.[C:20]1(O)[CH:25]=[CH:24][CH:23]=[CH:22][CH:21]=1.C(N(CC)CC)C.C1(N=C=NC2CCCCC2)CCCCC1. Product: [NH2:13][C:12]1[N:11]=[CH:10][N:9]=[C:8]2[C:7]=1[N:6]=[CH:5][N:4]2[CH2:3][C@H:2]([O:14][CH2:15][P:16](=[O:19])([OH:18])[O:17][C:20]1[CH:25]=[CH:24][CH:23]=[CH:22][CH:21]=1)[CH3:1]. The catalyst class is: 264. (6) Reactant: [N:1]1[C:10]2[C:5](=[CH:6][CH:7]=[CH:8][CH:9]=2)[N:4]=[CH:3][C:2]=1[N:11]1[CH2:22][CH2:21][C:14]2([NH:19][C:18](=[O:20])[CH2:17][CH2:16][CH2:15]2)[CH2:13][CH2:12]1.C1COCC1.[CH3:28][C:29]1[CH:36]=[CH:35][C:34]([CH3:37])=[CH:33][C:30]=1[CH2:31]Cl. Product: [CH3:28][C:29]1[CH:36]=[CH:35][C:34]([CH3:37])=[CH:33][C:30]=1[CH2:31][N:19]1[C:14]2([CH2:21][CH2:22][N:11]([C:2]3[CH:3]=[N:4][C:5]4[C:10](=[CH:9][CH:8]=[CH:7][CH:6]=4)[N:1]=3)[CH2:12][CH2:13]2)[CH2:15][CH2:16][CH2:17][C:18]1=[O:20]. The catalyst class is: 625. (7) Reactant: [Br:1][C:2]1[CH:7]=[CH:6][C:5]([O:8][CH3:9])=[CH:4][C:3]=1[CH2:10][CH2:11][C:12]#[N:13]. Product: [Br:1][C:2]1[CH:7]=[CH:6][C:5]([O:8][CH3:9])=[CH:4][C:3]=1[CH2:10][CH2:11][CH2:12][NH2:13]. The catalyst class is: 7. (8) Reactant: [N:1]1[N:2]([C:6]2[N:11]=[C:10]([NH2:12])[CH:9]=[CH:8][CH:7]=2)[N:3]=[CH:4][CH:5]=1.C(=O)([O-])[O-].[Cs+].[Cs+].Br[C:20]1[CH:21]=[C:22]([NH:28][C@@H:29]2[CH2:34][CH2:33][CH2:32][CH2:31][C@@H:30]2[NH:35][C:36](=[O:42])[O:37][C:38]([CH3:41])([CH3:40])[CH3:39])[CH:23]=[N:24][C:25]=1[C:26]#[N:27].CC1(C)C2C(=C(P(C3C=CC=CC=3)C3C=CC=CC=3)C=CC=2)OC2C(P(C3C=CC=CC=3)C3C=CC=CC=3)=CC=CC1=2. Product: [C:26]([C:25]1[N:24]=[CH:23][C:22]([NH:28][C@@H:29]2[CH2:34][CH2:33][CH2:32][CH2:31][C@@H:30]2[NH:35][C:36](=[O:42])[O:37][C:38]([CH3:40])([CH3:39])[CH3:41])=[CH:21][C:20]=1[NH:12][C:10]1[CH:9]=[CH:8][CH:7]=[C:6]([N:2]2[N:3]=[CH:4][CH:5]=[N:1]2)[N:11]=1)#[N:27]. The catalyst class is: 102. (9) Reactant: C(OC([NH:11][C@H:12]1[CH2:17][CH2:16][CH2:15][N:14]([CH:18]2[CH2:23][CH2:22][N:21]([C:24]([O:26][C:27]([CH3:30])([CH3:29])[CH3:28])=[O:25])[CH2:20][CH2:19]2)[C:13]1=[O:31])=O)C1C=CC=CC=1.[H][H]. The catalyst class is: 19. Product: [NH2:11][C@H:12]1[CH2:17][CH2:16][CH2:15][N:14]([CH:18]2[CH2:19][CH2:20][N:21]([C:24]([O:26][C:27]([CH3:29])([CH3:28])[CH3:30])=[O:25])[CH2:22][CH2:23]2)[C:13]1=[O:31].